Dataset: Reaction yield outcomes from USPTO patents with 853,638 reactions. Task: Predict the reaction yield, written as a fraction of the theoretical maximum amount of product (1.0 means a 100% yield; for example, 0.34 means a 34% yield). (1) The reactants are [C:1]1([C:7]2[CH:8]=[C:9]3[NH:15][C:14]([CH2:16][CH2:17][C:18]4[CH:24]=[CH:23][C:21]([NH2:22])=[CH:20][CH:19]=4)=[N:13][C:10]3=[N:11][CH:12]=2)[CH:6]=[CH:5][CH:4]=[CH:3][CH:2]=1.[C:25](OC(=O)C)(=[O:27])[CH3:26].C([O-])(=O)C.[NH4+]. The catalyst is N1C=CC=CC=1. The product is [C:1]1([C:7]2[CH:8]=[C:9]3[NH:15][C:14]([CH2:16][CH2:17][C:18]4[CH:19]=[CH:20][C:21]([NH:22][C:25](=[O:27])[CH3:26])=[CH:23][CH:24]=4)=[N:13][C:10]3=[N:11][CH:12]=2)[CH:2]=[CH:3][CH:4]=[CH:5][CH:6]=1. The yield is 0.780. (2) The catalyst is O1CCCC1. The yield is 0.620. The reactants are [CH3:1][O:2][N:3]=[CH:4][C@@H:5]1[CH2:8][C:7](=[O:9])[N:6]1[Si:10]([C:23]([CH3:26])([CH3:25])[CH3:24])([C:17]1[CH:22]=[CH:21][CH:20]=[CH:19][CH:18]=1)[C:11]1[CH:16]=[CH:15][CH:14]=[CH:13][CH:12]=1.C([N-]C(C)C)(C)C.[Li+].[C:35]([O:39][C:40](=[O:59])[N:41]([C:51]1[CH:56]=[C:55]([CH2:57]Br)[CH:54]=[CH:53][N:52]=1)[CH2:42][C:43]1[CH:48]=[CH:47][C:46]([O:49][CH3:50])=[CH:45][CH:44]=1)([CH3:38])([CH3:37])[CH3:36]. The product is [C:35]([O:39][C:40](=[O:59])[N:41]([C:51]1[CH:56]=[C:55]([CH2:57][C@H:8]2[C:7](=[O:9])[N:6]([Si:10]([C:23]([CH3:26])([CH3:25])[CH3:24])([C:11]3[CH:16]=[CH:15][CH:14]=[CH:13][CH:12]=3)[C:17]3[CH:22]=[CH:21][CH:20]=[CH:19][CH:18]=3)[C@@H:5]2[CH:4]=[N:3][O:2][CH3:1])[CH:54]=[CH:53][N:52]=1)[CH2:42][C:43]1[CH:44]=[CH:45][C:46]([O:49][CH3:50])=[CH:47][CH:48]=1)([CH3:38])([CH3:37])[CH3:36]. (3) The reactants are C(Cl)CCl.[NH2:5][C:6]1[N:11]=[CH:10][C:9](/[CH:12]=[CH:13]/[C:14]([OH:16])=O)=[CH:8][CH:7]=1.[CH2:17]([N:19]1[C:27]2[C:22](=[CH:23][CH:24]=[CH:25][CH:26]=2)[C:21]([CH2:28][NH:29][CH3:30])=[CH:20]1)[CH3:18].C1C=CC2N(O)N=NC=2C=1.O.C(N(C(C)C)CC)(C)C. The catalyst is CN(C=O)C. The product is [NH2:5][C:6]1[N:11]=[CH:10][C:9](/[CH:12]=[CH:13]/[C:14]([N:29]([CH2:28][C:21]2[C:22]3[C:27](=[CH:26][CH:25]=[CH:24][CH:23]=3)[N:19]([CH2:17][CH3:18])[CH:20]=2)[CH3:30])=[O:16])=[CH:8][CH:7]=1. The yield is 0.520. (4) The reactants are CO[C:3](=[O:38])[C:4]1[CH:9]=[C:8]([C:10]2[CH:11]=[C:12]3[C:18]([C:19]4[CH:24]=[CH:23][CH:22]=[CH:21][C:20]=4[O:25][CH3:26])=[CH:17][N:16](S(C4C=CC(C)=CC=4)(=O)=O)[C:13]3=[N:14][CH:15]=2)[CH:7]=[CH:6][C:5]=1[OH:37].[CH3:39][N:40]([CH3:45])[CH2:41][CH2:42][NH:43][CH3:44].N=C=N.CN(C=O)C. The catalyst is N1C=CC=CC=1. The product is [CH3:39][N:40]([CH3:45])[CH2:41][CH2:42][N:43]([CH3:44])[C:3](=[O:38])[C:4]1[CH:9]=[C:8]([C:10]2[CH:11]=[C:12]3[C:18]([C:19]4[CH:24]=[CH:23][CH:22]=[CH:21][C:20]=4[O:25][CH3:26])=[CH:17][NH:16][C:13]3=[N:14][CH:15]=2)[CH:7]=[CH:6][C:5]=1[OH:37]. The yield is 0.120. (5) The reactants are [OH:1][C:2]1[CH:3]=[C:4]([C:8]2[N:9]=[C:10]3[C:15](=[N:16][C:17]=2[C:18]2[CH:23]=[CH:22][CH:21]=[C:20]([OH:24])[CH:19]=2)[N:14]=[C:13]([NH2:25])[N:12]=[C:11]3[NH2:26])[CH:5]=[CH:6][CH:7]=1.[CH3:27][S:28]([OH:31])(=[O:30])=[O:29].N1C2C(=NC=CN=2)C=NC=1.C(OCC)C. The catalyst is CO. The product is [CH3:27][S:28]([OH:31])(=[O:30])=[O:29].[OH:1][C:2]1[CH:3]=[C:4]([C:8]2[N:9]=[C:10]3[C:15](=[N:16][C:17]=2[C:18]2[CH:23]=[CH:22][CH:21]=[C:20]([OH:24])[CH:19]=2)[N:14]=[C:13]([NH2:25])[N:12]=[C:11]3[NH2:26])[CH:5]=[CH:6][CH:7]=1. The yield is 0.991. (6) The reactants are [C:1]([CH2:3][NH:4][C:5]([C@@H:7]1[CH2:12][CH2:11][CH2:10][CH2:9][C@@H:8]1[NH:13][C:14]([C:16]1[N:17]([CH2:26][CH2:27][CH2:28]O)[C:18]2[C:23]([CH:24]=1)=[CH:22][CH:21]=[C:20]([Cl:25])[CH:19]=2)=[O:15])=[O:6])#[N:2].C1(P(C2C=CC=CC=2)C2C=CC=CC=2)C=CC=CC=1.BrN1C(=O)CCC1=O.[CH3:57][S:58]([O-:60])=[O:59].[Na+].[I-].[Na+]. The catalyst is CN(C=O)C. The product is [C:1]([CH2:3][NH:4][C:5]([C@@H:7]1[CH2:12][CH2:11][CH2:10][CH2:9][C@@H:8]1[NH:13][C:14]([C:16]1[N:17]([CH2:26][CH2:27][CH2:28][S:58]([CH3:57])(=[O:60])=[O:59])[C:18]2[C:23]([CH:24]=1)=[CH:22][CH:21]=[C:20]([Cl:25])[CH:19]=2)=[O:15])=[O:6])#[N:2]. The yield is 0.300.